From a dataset of TCR-epitope binding with 47,182 pairs between 192 epitopes and 23,139 TCRs. Binary Classification. Given a T-cell receptor sequence (or CDR3 region) and an epitope sequence, predict whether binding occurs between them. (1) The TCR CDR3 sequence is CASSLWSGGADTQYF. Result: 1 (the TCR binds to the epitope). The epitope is FPRPWLHGL. (2) The epitope is FSKQLQQSM. The TCR CDR3 sequence is CASSVPGGSLYEQYF. Result: 0 (the TCR does not bind to the epitope). (3) The epitope is ITEEVGHTDLMAAY. The TCR CDR3 sequence is CAISGTGGTDTQYF. Result: 1 (the TCR binds to the epitope). (4) The epitope is EHPTFTSQYRIQGKL. The TCR CDR3 sequence is CASSPRQGVTYEQYF. Result: 0 (the TCR does not bind to the epitope). (5) The epitope is YLDAYNMMI. The TCR CDR3 sequence is CASSARGLAESYNEQFF. Result: 0 (the TCR does not bind to the epitope). (6) The epitope is KTSVDCTMYI. The TCR CDR3 sequence is CASSLWGSLAGVYNEQFF. Result: 1 (the TCR binds to the epitope).